Dataset: SARS-CoV-2 main protease (3CLPro) crystallographic fragment screen with 879 compounds. Task: Binary Classification. Given a drug SMILES string, predict its activity (active/inactive) in a high-throughput screening assay against a specified biological target. The drug is C1CCC(NCC2CCCO2)C1. The result is 0 (inactive).